Dataset: Reaction yield outcomes from USPTO patents with 853,638 reactions. Task: Predict the reaction yield, written as a fraction of the theoretical maximum amount of product (1.0 means a 100% yield; for example, 0.34 means a 34% yield). (1) The reactants are [Cl:1][C:2]1[CH:7]=[C:6]([N+:8]([O-])=O)[CH:5]=[CH:4][C:3]=1[C:11]([C:19]1[CH:24]=[CH:23][C:22]([Cl:25])=[CH:21][CH:20]=1)([C:13]1[N:14]([CH3:18])[CH:15]=[CH:16][N:17]=1)O.Cl[Sn]Cl.[NH4+].[OH-]. The catalyst is CC(O)=O.Cl. The product is [Cl:1][C:2]1[CH:7]=[C:6]([NH2:8])[CH:5]=[CH:4][C:3]=1[CH:11]([C:19]1[CH:24]=[CH:23][C:22]([Cl:25])=[CH:21][CH:20]=1)[C:13]1[N:14]([CH3:18])[CH:15]=[CH:16][N:17]=1. The yield is 0.910. (2) The reactants are S(=O)(=O)(O)O.[CH3:6][C:7]1[C:12]([O:13][C:14]2[C:15]([C:27]#[N:28])=[N:16][CH:17]=[C:18]([S:20][C:21]3[CH:26]=[CH:25][CH:24]=[CH:23][N:22]=3)[CH:19]=2)=[C:11]([CH3:29])[CH:10]=[CH:9][N:8]=1.[OH-:30].[Na+]. No catalyst specified. The product is [CH3:6][C:7]1[C:12]([O:13][C:14]2[C:15]([C:27]([NH2:28])=[O:30])=[N:16][CH:17]=[C:18]([S:20][C:21]3[CH:26]=[CH:25][CH:24]=[CH:23][N:22]=3)[CH:19]=2)=[C:11]([CH3:29])[CH:10]=[CH:9][N:8]=1. The yield is 0.944.